From a dataset of Catalyst prediction with 721,799 reactions and 888 catalyst types from USPTO. Predict which catalyst facilitates the given reaction. (1) Reactant: N[C@H:2]([CH2:6][C:7]1[CH:12]=[CH:11][N:10]=[CH:9][CH:8]=1)[CH:3]([OH:5])[CH3:4].[C:13]([N:17]=[C:18]=[S:19])([CH3:16])([CH3:15])[CH3:14].C([N:22](CC)CC)C. Product: [C:13]([N:17]([C@H:2]([CH2:6][C:7]1[CH:8]=[CH:9][N:10]=[CH:11][CH:12]=1)[CH:3]([OH:5])[CH3:4])[C:18](=[S:19])[NH2:22])([CH3:16])([CH3:15])[CH3:14]. The catalyst class is: 8. (2) Reactant: [CH2:1]([N:3]([CH2:24][CH3:25])[C:4](=[O:23])[C:5]1[CH:10]=[CH:9][C:8]([CH:11](O)[C:12]2[CH:13]=[CH:14][CH:15]=[C:16]3[C:21]=2[N:20]=[CH:19][CH:18]=[CH:17]3)=[CH:7][CH:6]=1)[CH3:2].O=S(Cl)[Cl:28]. Product: [Cl:28][CH:11]([C:12]1[CH:13]=[CH:14][CH:15]=[C:16]2[C:21]=1[N:20]=[CH:19][CH:18]=[CH:17]2)[C:8]1[CH:9]=[CH:10][C:5]([C:4]([N:3]([CH2:24][CH3:25])[CH2:1][CH3:2])=[O:23])=[CH:6][CH:7]=1. The catalyst class is: 2.